Dataset: Forward reaction prediction with 1.9M reactions from USPTO patents (1976-2016). Task: Predict the product of the given reaction. The product is: [CH3:29][C:28]([CH3:31])([CH3:30])[CH2:27][C:14]1[N:13]=[C:12]([CH2:11][O:10][C:6]2[N:5]=[CH:4][N:3]=[C:2](/[CH:40]=[CH:41]/[C:42]([O:44][CH2:45][CH3:46])=[O:43])[C:7]=2[O:8][CH3:9])[CH:17]=[CH:16][C:15]=1[C:18]1[CH:23]=[C:22]([O:24][CH3:25])[CH:21]=[CH:20][C:19]=1[F:26]. Given the reactants Cl[C:2]1[C:7]([O:8][CH3:9])=[C:6]([O:10][CH2:11][C:12]2[CH:17]=[CH:16][C:15]([C:18]3[CH:23]=[C:22]([O:24][CH3:25])[CH:21]=[CH:20][C:19]=3[F:26])=[C:14]([CH2:27][C:28]([CH3:31])([CH3:30])[CH3:29])[N:13]=2)[N:5]=[CH:4][N:3]=1.CC1(C)C(C)(C)OB([CH:40]=[CH:41][C:42]([O:44][CH2:45][CH3:46])=[O:43])O1.C(=O)([O-])[O-].[Cs+].[Cs+].C1(P(C2CCCCC2)C2C=CC=CC=2C2C(OC)=CC=CC=2OC)CCCCC1, predict the reaction product.